Dataset: Reaction yield outcomes from USPTO patents with 853,638 reactions. Task: Predict the reaction yield, written as a fraction of the theoretical maximum amount of product (1.0 means a 100% yield; for example, 0.34 means a 34% yield). (1) The product is [C:25]([O:24][C:23](=[O:29])[NH:22][C@H:18]([C:15]1[CH:14]=[CH:13][C:12]([F:11])=[CH:17][CH:16]=1)[CH2:19][CH:20]=[O:21])([CH3:28])([CH3:26])[CH3:27]. The catalyst is C(Cl)Cl.O. The reactants are C(Cl)(=O)C(Cl)=O.CS(C)=O.[F:11][C:12]1[CH:17]=[CH:16][C:15]([C@@H:18]([NH:22][C:23](=[O:29])[O:24][C:25]([CH3:28])([CH3:27])[CH3:26])[CH2:19][CH2:20][OH:21])=[CH:14][CH:13]=1.C(N(C(C)C)CC)(C)C. The yield is 0.900. (2) The reactants are [Br:1][C:2]1[CH:3]=[C:4]2[C@:15]3([N:20]=[C:19]([NH2:21])[CH2:18][O:17][CH2:16]3)[C:14]3[CH:13]=[C:12]([O:22]C)[N:11]=[CH:10][C:9]=3[O:8][C:5]2=[CH:6][CH:7]=1.CC(O)=O.Br. The catalyst is O.[OH-].[Na+]. The product is [NH2:21][C:19]1[CH2:18][O:17][CH2:16][C@:15]2([C:14]3[CH:13]=[C:12]([OH:22])[N:11]=[CH:10][C:9]=3[O:8][C:5]3[C:4]2=[CH:3][C:2]([Br:1])=[CH:7][CH:6]=3)[N:20]=1. The yield is 0.940. (3) The reactants are [NH2:1][C:2]1[CH2:6][CH2:5][C@@H:4]([CH3:7])[C:3]=1[C:8]([O:10]CC)=O.C([O-])=O.[NH4+].[CH:17]([NH2:19])=O. No catalyst specified. The product is [CH3:7][C@H:4]1[C:3]2[C:8]([OH:10])=[N:19][CH:17]=[N:1][C:2]=2[CH2:6][CH2:5]1. The yield is 0.650. (4) The reactants are C([Li])CCC.I[C:7]1[C:15]2[CH:14]=[N:13][CH:12]=[N:11][C:10]=2[N:9]([CH2:16][CH2:17][O:18][CH:19]2[CH2:24][CH2:23][CH2:22][CH2:21][O:20]2)[CH:8]=1.[Br:25][C:26]1[CH:27]=[C:28]([CH:35]=[CH:36][N:37]=1)[C:29](N(OC)C)=[O:30].[NH4+].[Cl-]. The catalyst is C(OCC)C. The product is [Br:25][C:26]1[CH:27]=[C:28]([C:29]([C:7]2[C:15]3[CH:14]=[N:13][CH:12]=[N:11][C:10]=3[N:9]([CH2:16][CH2:17][O:18][CH:19]3[CH2:24][CH2:23][CH2:22][CH2:21][O:20]3)[CH:8]=2)=[O:30])[CH:35]=[CH:36][N:37]=1. The yield is 0.510. (5) The reactants are [CH3:1][N:2]1[C:7]2[CH:8]=[CH:9][CH:10]=[C:11]([CH2:12][CH:13]=O)[C:6]=2[O:5][CH2:4][C:3]1=[O:15].[CH3:16][C:17]1[CH:26]=[CH:25][C:24]2[C:19](=[CH:20][CH:21]=[CH:22][C:23]=2[N:27]2[CH2:32][CH2:31][NH:30][C@@H:29]([CH3:33])[CH2:28]2)[N:18]=1. No catalyst specified. The product is [CH3:1][N:2]1[C:7]2[CH:8]=[CH:9][CH:10]=[C:11]([CH2:12][CH2:13][N:30]3[CH2:31][CH2:32][N:27]([C:23]4[CH:22]=[CH:21][CH:20]=[C:19]5[C:24]=4[CH:25]=[CH:26][C:17]([CH3:16])=[N:18]5)[CH2:28][C@@H:29]3[CH3:33])[C:6]=2[O:5][CH2:4][C:3]1=[O:15]. The yield is 0.390.